Task: Predict the reactants needed to synthesize the given product.. Dataset: Full USPTO retrosynthesis dataset with 1.9M reactions from patents (1976-2016) (1) Given the product [CH3:28][C:29]1[N:30]=[CH:31][C:32]([C:2]2[CH:3]=[C:4]3[C:9](=[CH:10][CH:11]=2)[N:8]([C:12]2[C:16]4[CH2:17][N:18]([C:21](=[O:23])[CH3:22])[CH2:19][CH2:20][C:15]=4[N:14]([CH:24]4[CH2:25][O:26][CH2:27]4)[N:13]=2)[CH2:7][CH2:6][CH2:5]3)=[CH:33][CH:34]=1, predict the reactants needed to synthesize it. The reactants are: Br[C:2]1[CH:3]=[C:4]2[C:9](=[CH:10][CH:11]=1)[N:8]([C:12]1[C:16]3[CH2:17][N:18]([C:21](=[O:23])[CH3:22])[CH2:19][CH2:20][C:15]=3[N:14]([CH:24]3[CH2:27][O:26][CH2:25]3)[N:13]=1)[CH2:7][CH2:6][CH2:5]2.[CH3:28][C:29]1[CH:34]=[CH:33][C:32](B2OC(C)(C)C(C)(C)O2)=[CH:31][N:30]=1.C([O-])([O-])=O.[Na+].[Na+].ClCCl. (2) Given the product [CH3:13][O:14][C:15]1[CH:16]=[C:17]2[C:21](=[CH:22][CH:23]=1)[NH:20][CH:19]=[C:18]2[CH2:24][C:25]([N:40]1[CH2:41][CH2:42][N:37]([C:34]2[CH:33]=[CH:32][C:31]([N+:28]([O-:30])=[O:29])=[CH:36][CH:35]=2)[CH2:38][CH2:39]1)=[O:27], predict the reactants needed to synthesize it. The reactants are: C(N1C=CN=C1)(N1C=CN=C1)=O.[CH3:13][O:14][C:15]1[CH:16]=[C:17]2[C:21](=[CH:22][CH:23]=1)[NH:20][CH:19]=[C:18]2[CH2:24][C:25]([OH:27])=O.[N+:28]([C:31]1[CH:36]=[CH:35][C:34]([N:37]2[CH2:42][CH2:41][NH:40][CH2:39][CH2:38]2)=[CH:33][CH:32]=1)([O-:30])=[O:29]. (3) The reactants are: [C:1]([O:8][CH3:9])(=[O:7])[CH2:2][C:3]([O:5][CH3:6])=[O:4].[H-].[Na+].[F:12][C:13]1[CH:14]=[C:15]([N+:20]([O-:22])=[O:21])[CH:16]=[CH:17][C:18]=1F.[Cl-].[NH4+]. Given the product [F:12][C:13]1[CH:14]=[C:15]([N+:20]([O-:22])=[O:21])[CH:16]=[CH:17][C:18]=1[CH:2]([C:1]([O:8][CH3:9])=[O:7])[C:3]([O:5][CH3:6])=[O:4], predict the reactants needed to synthesize it. (4) Given the product [CH2:16]([O:15][C:13]([C:35]1[CH:34]=[CH:21][C:22]([O:1][C:2]2[CH:3]=[C:4]([CH:20]=[C:21]([O:23][C@@H:24]([CH3:28])[CH2:25][O:26][CH3:27])[CH:22]=2)[C:5]([NH:7][C:8]2[CH:12]=[CH:11][N:10]([C:13]([O:15][C:16]([CH3:19])([CH3:18])[CH3:17])=[O:14])[N:9]=2)=[O:6])=[CH:2][CH:3]=1)=[O:14])[CH3:17], predict the reactants needed to synthesize it. The reactants are: [OH:1][C:2]1[CH:3]=[C:4]([CH:20]=[C:21]([O:23][C@@H:24]([CH3:28])[CH2:25][O:26][CH3:27])[CH:22]=1)[C:5]([NH:7][C:8]1[CH:12]=[CH:11][N:10]([C:13]([O:15][C:16]([CH3:19])([CH3:18])[CH3:17])=[O:14])[N:9]=1)=[O:6].C(N([CH2:34][CH3:35])CC)C. (5) Given the product [I:23][CH2:2][CH2:3][CH2:4]/[C:5](/[CH3:21])=[CH:6]/[CH2:7][C:8]1[C:13]([CH3:14])=[C:12]([O:15][CH3:16])[C:11]([CH3:17])=[C:10]([CH3:18])[C:9]=1[O:19][CH3:20], predict the reactants needed to synthesize it. The reactants are: Cl[CH2:2][CH2:3][CH2:4]/[C:5](/[CH3:21])=[CH:6]/[CH2:7][C:8]1[C:13]([CH3:14])=[C:12]([O:15][CH3:16])[C:11]([CH3:17])=[C:10]([CH3:18])[C:9]=1[O:19][CH3:20].[Na+].[I-:23].CC(C)=O. (6) Given the product [CH3:12][C:13]1[CH:14]=[CH:15][C:16]([NH:19][C:20]([C:22]2[CH:26]=[CH:25][S:24][CH:23]=2)=[O:21])=[CH:17][C:18]=1[C:2]1[CH:11]=[CH:10][C:5]2[C:6]([CH3:9])=[N:7][O:8][C:4]=2[CH:3]=1, predict the reactants needed to synthesize it. The reactants are: Br[C:2]1[CH:11]=[CH:10][C:5]2[C:6]([CH3:9])=[N:7][O:8][C:4]=2[CH:3]=1.[CH3:12][C:13]1[CH:18]=[CH:17][C:16]([NH:19][C:20]([C:22]2[CH:26]=[CH:25][S:24][CH:23]=2)=[O:21])=[CH:15][C:14]=1B1OC(C)(C)C(C)(C)O1. (7) Given the product [Si:27]([O:34][C:35]1[CH:36]=[C:37]([CH:38]=[CH:39][CH:40]=1)[O:1][C:2]1[CH:3]=[C:4]([C:8]23[CH2:13][CH2:12][C:11]([CH2:16][CH2:17][O:18][CH2:19][C:20]([O:22][C:23]([CH3:26])([CH3:25])[CH3:24])=[O:21])([CH2:14][CH2:15]2)[CH2:10][O:9]3)[CH:5]=[CH:6][CH:7]=1)([C:30]([CH3:33])([CH3:32])[CH3:31])([CH3:29])[CH3:28], predict the reactants needed to synthesize it. The reactants are: [OH:1][C:2]1[CH:3]=[C:4]([C:8]23[CH2:15][CH2:14][C:11]([CH2:16][CH2:17][O:18][CH2:19][C:20]([O:22][C:23]([CH3:26])([CH3:25])[CH3:24])=[O:21])([CH2:12][CH2:13]2)[CH2:10][O:9]3)[CH:5]=[CH:6][CH:7]=1.[Si:27]([O:34][C:35]1[CH:36]=[C:37](B(O)O)[CH:38]=[CH:39][CH:40]=1)([C:30]([CH3:33])([CH3:32])[CH3:31])([CH3:29])[CH3:28].CCN(CC)CC.N1C=CC=CC=1.CC1C=CC(S(OCC23CCC(C4SC(C)=NC=4C4C=CC=CC=4)(CC2)OC3)(=O)=O)=CC=1. (8) Given the product [CH3:29][N:6]1[C:5]2[CH:8]=[C:9]([CH2:12][CH:13]3[CH2:18][CH2:17][CH2:16][N:15]([C:19]([O:21][C:22]([CH3:25])([CH3:24])[CH3:23])=[O:20])[CH2:14]3)[CH:10]=[CH:11][C:4]=2[O:3][C:2](=[O:1])[CH2:7]1, predict the reactants needed to synthesize it. The reactants are: [O:1]=[C:2]1[CH2:7][NH:6][C:5]2[CH:8]=[C:9]([CH2:12][CH:13]3[CH2:18][CH2:17][CH2:16][N:15]([C:19]([O:21][C:22]([CH3:25])([CH3:24])[CH3:23])=[O:20])[CH2:14]3)[CH:10]=[CH:11][C:4]=2[O:3]1.[H-].[Na+].O.[CH3:29]N(C)C=O.